Dataset: Forward reaction prediction with 1.9M reactions from USPTO patents (1976-2016). Task: Predict the product of the given reaction. (1) Given the reactants B(Br)(Br)Br.[F:5][C:6]1[CH:11]=[CH:10][C:9]([C:12]2[N:16]3[N:17]=[CH:18][C:19]([C:21]([F:24])([F:23])[F:22])=[N:20][C:15]3=[N:14][CH:13]=2)=[CH:8][C:7]=1[O:25]C, predict the reaction product. The product is: [F:5][C:6]1[CH:11]=[CH:10][C:9]([C:12]2[N:16]3[N:17]=[CH:18][C:19]([C:21]([F:22])([F:23])[F:24])=[N:20][C:15]3=[N:14][CH:13]=2)=[CH:8][C:7]=1[OH:25]. (2) Given the reactants [CH3:1][C:2]1[CH:3]=[C:4]2[N:9]([CH:10]=1)[C:8]1[CH:11]=[CH:12][CH:13]=[CH:14][C:7]=1[O:6][C:5]12[CH2:19][CH2:18][N:17](C(OC(C)(C)C)=O)[CH2:16][CH2:15]1.Cl.O1CCOCC1, predict the reaction product. The product is: [CH3:1][C:2]1[CH:3]=[C:4]2[N:9]([CH:10]=1)[C:8]1[CH:11]=[CH:12][CH:13]=[CH:14][C:7]=1[O:6][C:5]12[CH2:19][CH2:18][NH:17][CH2:16][CH2:15]1. (3) Given the reactants [O:1]=[C:2]1[CH2:10][C:9]2[C:4](=[CH:5][CH:6]=[C:7]([C:11]([C:13]3[CH:14]=[C:15]([NH:19][C:20](=[O:22])[CH3:21])[CH:16]=[CH:17][CH:18]=3)=[O:12])[CH:8]=2)[NH:3]1.[CH:23](OCC)=[O:24].[O-]CC.[Na+].Cl, predict the reaction product. The product is: [OH:24][CH:23]=[C:10]1[C:9]2[C:4](=[CH:5][CH:6]=[C:7]([C:11]([C:13]3[CH:14]=[C:15]([NH:19][C:20](=[O:22])[CH3:21])[CH:16]=[CH:17][CH:18]=3)=[O:12])[CH:8]=2)[NH:3][C:2]1=[O:1]. (4) Given the reactants C1([O:7][C:8](=O)[N:9]([C:19]2[CH:24]=[C:23]([O:25][C:26]3[CH:31]=[CH:30][C:29]([NH:32][C:33]([C:35]4([C:38](=[O:47])[NH:39][C:40]5[CH:45]=[CH:44][C:43]([F:46])=[CH:42][CH:41]=5)[CH2:37][CH2:36]4)=[O:34])=[CH:28][C:27]=3[F:48])[CH:22]=[CH:21][N:20]=2)C(OC2C=CC=CC=2)=O)C=CC=CC=1.Cl.Cl.[N:52]1([CH2:56][CH:57]2[CH2:62][CH2:61][NH:60][CH2:59][CH2:58]2)[CH2:55][CH2:54][CH2:53]1.C(N(CC)CC)C, predict the reaction product. The product is: [N:52]1([CH2:56][CH:57]2[CH2:62][CH2:61][N:60]([C:8]([NH:9][C:19]3[CH:24]=[C:23]([O:25][C:26]4[CH:31]=[CH:30][C:29]([NH:32][C:33]([C:35]5([C:38]([NH:39][C:40]6[CH:41]=[CH:42][C:43]([F:46])=[CH:44][CH:45]=6)=[O:47])[CH2:37][CH2:36]5)=[O:34])=[CH:28][C:27]=4[F:48])[CH:22]=[CH:21][N:20]=3)=[O:7])[CH2:59][CH2:58]2)[CH2:55][CH2:54][CH2:53]1. (5) The product is: [C:1]([C:5]1[N:6]=[C:7]([N:15]2[CH2:20][CH2:19][N:18]([CH2:21][C@H:22]([CH3:33])[CH2:23][O:24][C:25]3[CH:30]=[CH:29][N:28]=[C:27]([OH:37])[N:26]=3)[CH2:17][CH2:16]2)[CH:8]=[C:9]([CH:11]2[CH2:14][CH2:13][CH2:12]2)[N:10]=1)([CH3:4])([CH3:3])[CH3:2]. Given the reactants [C:1]([C:5]1[N:10]=[C:9]([CH:11]2[CH2:14][CH2:13][CH2:12]2)[CH:8]=[C:7]([N:15]2[CH2:20][CH2:19][N:18]([CH2:21][C@H:22]([CH3:33])[CH2:23][O:24][C:25]3[CH:30]=[CH:29][N:28]=[C:27](SC)[N:26]=3)[CH2:17][CH2:16]2)[N:6]=1)([CH3:4])([CH3:3])[CH3:2].OO.C(=O)(O)[O-:37].[Na+], predict the reaction product.